This data is from Reaction yield outcomes from USPTO patents with 853,638 reactions. The task is: Predict the reaction yield, written as a fraction of the theoretical maximum amount of product (1.0 means a 100% yield; for example, 0.34 means a 34% yield). The reactants are [H-].[Na+].[Cl:3][C:4]1[CH:8]=[CH:7][NH:6][C:5]=1[C:9]([O:11][CH3:12])=[O:10].[N+:13](C1C=C([N+]([O-])=O)C=CC=1ON)([O-])=O. The catalyst is CN(C=O)C. The product is [NH2:13][N:6]1[CH:7]=[CH:8][C:4]([Cl:3])=[C:5]1[C:9]([O:11][CH3:12])=[O:10]. The yield is 0.860.